This data is from Retrosynthesis with 50K atom-mapped reactions and 10 reaction types from USPTO. The task is: Predict the reactants needed to synthesize the given product. (1) Given the product COc1ccc(-c2cc(F)cc(F)c2)cc1, predict the reactants needed to synthesize it. The reactants are: COc1ccc([Mg+])cc1.Fc1cc(F)cc(Br)c1. (2) The reactants are: Cc1coc([C@@H]2C[C@@]3(c4ccccc4)[C@H](OCc4cc(C(F)(F)F)cc(C(F)(F)F)c4)CC[C@@H]2N3Cc2ccccc2)n1. Given the product Cc1coc([C@@H]2C[C@]3(c4ccccc4)N[C@H]2CC[C@H]3OCc2cc(C(F)(F)F)cc(C(F)(F)F)c2)n1, predict the reactants needed to synthesize it.